This data is from Catalyst prediction with 721,799 reactions and 888 catalyst types from USPTO. The task is: Predict which catalyst facilitates the given reaction. (1) Reactant: [CH3:1][O:2][CH2:3]Cl.C(N(C(C)C)C(C)C)C.[CH2:14]=[C:15]([CH2:18][CH3:19])[CH2:16][OH:17]. Product: [CH3:1][O:2][CH2:3][O:17][CH2:16][C:15]([CH2:18][CH3:19])=[CH2:14]. The catalyst class is: 1. (2) Reactant: Cl.[C:2]([O:6][C:7](=[O:15])[NH:8][C:9]1([C:12](=[NH:14])[NH2:13])[CH2:11][CH2:10]1)([CH3:5])([CH3:4])[CH3:3].CN(C)[CH:18]=[C:19]([Br:22])[CH:20]=O.CCO. The catalyst class is: 5. Product: [C:2]([O:6][C:7](=[O:15])[NH:8][C:9]1([C:12]2[N:13]=[CH:20][C:19]([Br:22])=[CH:18][N:14]=2)[CH2:11][CH2:10]1)([CH3:5])([CH3:3])[CH3:4]. (3) Reactant: S(=O)(=O)(O)O.[OH:6][C@H:7]1[O:15][C@H:14]([CH2:16][OH:17])[C@@H:12]([OH:13])[C@H:10]([OH:11])[C@H:8]1[OH:9].[OH-].[Na+]. Product: [CH3:7][C:8]1([CH3:10])[O:13][C@@H:12]([C@H:14]2[O:15][C@@H:7]3[O:6][C:14]([CH3:16])([CH3:12])[O:9][C@@H:8]3[C@H:16]2[OH:17])[CH2:10][O:11]1. The catalyst class is: 21. (4) Reactant: [OH:1][CH2:2][CH2:3][C:4]1[CH:9]=[CH:8][C:7]([OH:10])=[CH:6][CH:5]=1.[CH3:11][O:12][CH:13]([O:17][CH3:18])[CH2:14][CH2:15]Br.C(=O)([O-])[O-].[Cs+].[Cs+].[I-].[Na+]. Product: [CH3:11][O:12][CH:13]([O:17][CH3:18])[CH2:14][CH2:15][O:10][C:7]1[CH:8]=[CH:9][C:4]([CH2:3][CH2:2][OH:1])=[CH:5][CH:6]=1. The catalyst class is: 21.